This data is from Full USPTO retrosynthesis dataset with 1.9M reactions from patents (1976-2016). The task is: Predict the reactants needed to synthesize the given product. Given the product [CH3:30][CH:29]([O:32][C:33]1[CH:38]=[CH:37][C:36]([N:3]2[C:2](=[O:1])[C:7]([CH2:8][C:9]3[CH:10]=[CH:11][C:12]([C:15]4[C:16]([C:21]#[N:22])=[CH:17][CH:18]=[CH:19][CH:20]=4)=[CH:13][CH:14]=3)=[C:6]([CH2:23][CH2:24][CH3:25])[N:5]3[N:26]=[CH:27][N:28]=[C:4]23)=[CH:35][CH:34]=1)[CH3:31], predict the reactants needed to synthesize it. The reactants are: [O:1]=[C:2]1[C:7]([CH2:8][C:9]2[CH:14]=[CH:13][C:12]([C:15]3[C:16]([C:21]#[N:22])=[CH:17][CH:18]=[CH:19][CH:20]=3)=[CH:11][CH:10]=2)=[C:6]([CH2:23][CH2:24][CH3:25])[N:5]2[N:26]=[CH:27][N:28]=[C:4]2[NH:3]1.[CH:29]([O:32][C:33]1[CH:38]=[CH:37][C:36](OB(O)O)=[CH:35][CH:34]=1)([CH3:31])[CH3:30].N1C=CC=CC=1.C(N(CC)CC)C.